From a dataset of Peptide-MHC class I binding affinity with 185,985 pairs from IEDB/IMGT. Regression. Given a peptide amino acid sequence and an MHC pseudo amino acid sequence, predict their binding affinity value. This is MHC class I binding data. (1) The peptide sequence is YAYNSSLLY. The MHC is HLA-B35:01 with pseudo-sequence HLA-B35:01. The binding affinity (normalized) is 1.00. (2) The peptide sequence is QTRVTAIEKY. The MHC is Mamu-A02 with pseudo-sequence Mamu-A02. The binding affinity (normalized) is 0.610. (3) The peptide sequence is EFIPNLFCM. The MHC is HLA-B27:05 with pseudo-sequence HLA-B27:05. The binding affinity (normalized) is 0.213.